This data is from Reaction yield outcomes from USPTO patents with 853,638 reactions. The task is: Predict the reaction yield, written as a fraction of the theoretical maximum amount of product (1.0 means a 100% yield; for example, 0.34 means a 34% yield). The reactants are [CH3:1][O:2][C:3]([C:5]1[CH:24]=[CH:23][C:8]([CH:9]=[C:10]2[CH2:15][CH2:14][N:13]([C:16]([O:18][C:19]([CH3:22])([CH3:21])[CH3:20])=[O:17])[CH2:12][CH2:11]2)=[CH:7][CH:6]=1)=[O:4]. The catalyst is CO.[C].[Pd]. The product is [CH3:1][O:2][C:3]([C:5]1[CH:6]=[CH:7][C:8]([CH2:9][CH:10]2[CH2:11][CH2:12][N:13]([C:16]([O:18][C:19]([CH3:20])([CH3:21])[CH3:22])=[O:17])[CH2:14][CH2:15]2)=[CH:23][CH:24]=1)=[O:4]. The yield is 1.00.